From a dataset of Full USPTO retrosynthesis dataset with 1.9M reactions from patents (1976-2016). Predict the reactants needed to synthesize the given product. (1) Given the product [Br:1][C:2]1[C:3]([O:11][CH2:12][CH:13]2[CH2:15][CH2:14]2)=[N:4][CH:5]=[C:6]([CH:10]=1)[C:7]([NH:47][C@@H:48]1[CH2:53][CH2:52][CH2:51][CH2:50][C@H:49]1[OH:54])=[O:9], predict the reactants needed to synthesize it. The reactants are: [Br:1][C:2]1[C:3]([O:11][CH2:12][CH:13]2[CH2:15][CH2:14]2)=[N:4][CH:5]=[C:6]([CH:10]=1)[C:7]([OH:9])=O.CN(C(ON1N=NC2C=CC=CC1=2)=[N+](C)C)C.[B-](F)(F)(F)F.C(N(CC)C(C)C)(C)C.[NH2:47][C@@H:48]1[CH2:53][CH2:52][CH2:51][CH2:50][C@H:49]1[OH:54]. (2) Given the product [C:1]([O:5][C:6]([N:8]1[C:12]2[N:13]=[CH:14][N:15]=[C:16]([N:17]3[CH2:24][C:21]4([CH2:23][CH2:22]4)[N:20]([S:25](=[O:27])(=[O:28])[N:26]([CH2:12][CH2:11][CH2:10][C:9]#[N:8])[CH2:36][CH2:37][CH2:38][C:39]#[N:40])[CH2:19][CH2:18]3)[C:11]=2[CH:10]=[CH:9]1)=[O:7])([CH3:4])([CH3:2])[CH3:3], predict the reactants needed to synthesize it. The reactants are: [C:1]([O:5][C:6]([N:8]1[C:12]2[N:13]=[CH:14][N:15]=[C:16]([N:17]3[CH2:24][C:21]4([CH2:23][CH2:22]4)[N:20]([S:25](=[O:28])(=[O:27])[NH2:26])[CH2:19][CH2:18]3)[C:11]=2[CH:10]=[CH:9]1)=[O:7])([CH3:4])([CH3:3])[CH3:2].C([O-])([O-])=O.[K+].[K+].Br[CH2:36][CH2:37][CH2:38][C:39]#[N:40].O. (3) Given the product [NH2:14][C:6]1[CH:5]=[C:4]([CH:9]=[C:8]([C:10]([F:11])([F:12])[F:13])[CH:7]=1)[C:3]([NH:2][CH3:1])=[O:17], predict the reactants needed to synthesize it. The reactants are: [CH3:1][NH:2][C:3](=[O:17])[C:4]1[CH:9]=[C:8]([C:10]([F:13])([F:12])[F:11])[CH:7]=[C:6]([N+:14]([O-])=O)[CH:5]=1. (4) Given the product [CH3:26][O:27][C:28]1[CH:29]=[C:30]2[C:34](=[CH:35][C:36]=1[C:37]([F:40])([F:38])[F:39])[N:33]([C:23](=[O:24])[NH:13][C:12]1[CH:11]=[CH:10][C:9]([CH2:8][S:7][C:4]3[CH:3]=[CH:2][N:1]=[CH:6][CH:5]=3)=[CH:15][CH:14]=1)[CH2:32][CH2:31]2, predict the reactants needed to synthesize it. The reactants are: [N:1]1[CH:6]=[CH:5][C:4]([S:7][CH2:8][C:9]2[CH:15]=[CH:14][C:12]([NH2:13])=[CH:11][CH:10]=2)=[CH:3][CH:2]=1.C1(N[C:23](=O)[O-:24])C=CC=CC=1.[CH3:26][O:27][C:28]1[CH:29]=[C:30]2[C:34](=[CH:35][C:36]=1[C:37]([F:40])([F:39])[F:38])[NH:33][CH2:32][CH2:31]2.